From a dataset of Forward reaction prediction with 1.9M reactions from USPTO patents (1976-2016). Predict the product of the given reaction. (1) Given the reactants [I:1][C:2]1[CH:9]=[CH:8][C:5]([CH2:6]Br)=[CH:4][CH:3]=1.[OH-:10].[Na+].O, predict the reaction product. The product is: [I:1][C:2]1[CH:9]=[CH:8][C:5]([CH2:6][O:10][CH2:6][C:5]2[CH:8]=[CH:9][C:2]([I:1])=[CH:3][CH:4]=2)=[CH:4][CH:3]=1. (2) Given the reactants C(OC([N:11]1[CH2:16][CH2:15][C@:14]([CH2:18][C:19]2[CH:24]=[CH:23][CH:22]=[CH:21][CH:20]=2)([OH:17])[C@@H:13]([OH:25])[CH2:12]1)=O)C1C=CC=CC=1, predict the reaction product. The product is: [CH2:18]([C@:14]1([OH:17])[CH2:15][CH2:16][NH:11][CH2:12][C@@H:13]1[OH:25])[C:19]1[CH:20]=[CH:21][CH:22]=[CH:23][CH:24]=1. (3) Given the reactants [Cl:1][C:2]1[O:6][C:5]([C:7]([O:9]C)=[O:8])=[CH:4][C:3]=1[C:11]1[N:15]([CH3:16])[N:14]=[CH:13][C:12]=1[Cl:17].[OH-].[Na+], predict the reaction product. The product is: [Cl:1][C:2]1[O:6][C:5]([C:7]([OH:9])=[O:8])=[CH:4][C:3]=1[C:11]1[N:15]([CH3:16])[N:14]=[CH:13][C:12]=1[Cl:17].